This data is from Reaction yield outcomes from USPTO patents with 853,638 reactions. The task is: Predict the reaction yield, written as a fraction of the theoretical maximum amount of product (1.0 means a 100% yield; for example, 0.34 means a 34% yield). (1) The reactants are [F:1][C:2]1[CH:3]=[C:4]2[C:8](=[CH:9][CH:10]=1)[C:7](=[O:11])[CH2:6][CH2:5]2.CS(O)(=O)=O.[N-:17]=[N+]=[N-].[Na+].[OH-].[Na+]. The catalyst is ClCCl. The product is [F:1][C:2]1[CH:3]=[C:4]2[C:8](=[CH:9][CH:10]=1)[C:7](=[O:11])[NH:17][CH2:6][CH2:5]2. The yield is 0.610. (2) The reactants are [F:1][C:2]1[C:7]([F:8])=[C:6]([N:9]2[CH2:14][CH2:13][O:12][CH2:11][CH2:10]2)[CH:5]=[CH:4][C:3]=1[NH:15][N:16]=[C:17]([C:22](=[O:26])[CH2:23][O:24][CH3:25])[C:18]([O:20][CH3:21])=[O:19].[CH3:27]OC(OC)N(C)C. No catalyst specified. The product is [F:1][C:2]1[C:7]([F:8])=[C:6]([N:9]2[CH2:14][CH2:13][O:12][CH2:11][CH2:10]2)[CH:5]=[CH:4][C:3]=1[N:15]1[CH:27]=[C:23]([O:24][CH3:25])[C:22](=[O:26])[C:17]([C:18]([O:20][CH3:21])=[O:19])=[N:16]1. The yield is 0.840. (3) The reactants are Br[C:2]1[CH:7]=[CH:6][C:5]([N:8]2[CH:12]=[N:11][C:10]([CH3:13])=[N:9]2)=[C:4]([O:14][CH3:15])[CH:3]=1.C(P(C(C)(C)C)C1C=CC=CC=1C1C=CC=CC=1)(C)(C)C.[CH3:37][N:38](C=O)C. The catalyst is O.[C-]#N.[Zn+2].[C-]#N.C1C=CC(/C=C/C(/C=C/C2C=CC=CC=2)=O)=CC=1.C1C=CC(/C=C/C(/C=C/C2C=CC=CC=2)=O)=CC=1.C1C=CC(/C=C/C(/C=C/C2C=CC=CC=2)=O)=CC=1.[Pd].[Pd]. The product is [CH3:15][O:14][C:4]1[CH:3]=[C:2]([CH:7]=[CH:6][C:5]=1[N:8]1[CH:12]=[N:11][C:10]([CH3:13])=[N:9]1)[C:37]#[N:38]. The yield is 0.400. (4) The reactants are [CH:1]([C:4]([S:6][C:7]1[CH:15]=[CH:14][CH:13]=[CH:12][C:8]=1[C:9](O)=[O:10])=O)([CH3:3])[CH3:2].C([N:18](CC)CC)C.ClC(OCC)=O.[N-]=[N+]=[N-].[Na+].C(P(CCCC)CCCC)CCC. The catalyst is CC(C)=O.O.C1(C)C=CC=CC=1. The product is [C:1](=[C:4]1[NH:18][C:9](=[O:10])[C:8]2[CH:12]=[CH:13][CH:14]=[CH:15][C:7]=2[S:6]1)([CH3:3])[CH3:2]. The yield is 0.300. (5) The reactants are [Cl:1][CH:2](Cl)[CH3:3].S(Cl)(Cl)=O.[O:9]([CH2:16][C:17]1[CH:25]=[CH:24][CH:23]=[CH:22]C=1C(O)=O)[C:10]1[CH:15]=[CH:14][CH:13]=[CH:12][CH:11]=1.Cl.[CH2:27]([O:29][NH2:30])[CH3:28].N1C=CC=CC=1.Cl.C1(P(C2C=CC=CC=2)C2C=CC=CC=2)C=CC=CC=1.C(Cl)(Cl)(Cl)Cl. The catalyst is C(#N)C.O.ClCCl.CN(C)C=O. The product is [CH2:27]([O:29][N:30]=[C:2]([Cl:1])[C:3]1[CH:22]=[CH:23][CH:24]=[CH:25][C:17]=1[CH2:16][O:9][C:10]1[CH:11]=[CH:12][CH:13]=[CH:14][CH:15]=1)[CH3:28]. The yield is 0.932.